This data is from Reaction yield outcomes from USPTO patents with 853,638 reactions. The task is: Predict the reaction yield, written as a fraction of the theoretical maximum amount of product (1.0 means a 100% yield; for example, 0.34 means a 34% yield). The catalyst is C(Cl)Cl. The reactants are [Cl:1][C:2]1[CH:7]=[CH:6][C:5]([O:8][C:9]2[CH:14]=[CH:13][C:12]([CH2:15][S:16][C:17]3[NH:18][CH:19]=[C:20]([CH2:24][C:25]4[CH:26]=[N:27][C:28]([O:31]C)=[N:29][CH:30]=4)[C:21](=[O:23])[N:22]=3)=[CH:11][CH:10]=2)=[CH:4][C:3]=1[C:33]([F:36])([F:35])[F:34].B1(Br)OC2C(=CC=CC=2)O1. The yield is 0.253. The product is [Cl:1][C:2]1[CH:7]=[CH:6][C:5]([O:8][C:9]2[CH:10]=[CH:11][C:12]([CH2:15][S:16][C:17]3[NH:18][CH:19]=[C:20]([CH2:24][C:25]4[CH:30]=[N:29][C:28](=[O:31])[NH:27][CH:26]=4)[C:21](=[O:23])[N:22]=3)=[CH:13][CH:14]=2)=[CH:4][C:3]=1[C:33]([F:35])([F:36])[F:34].